This data is from Merck oncology drug combination screen with 23,052 pairs across 39 cell lines. The task is: Regression. Given two drug SMILES strings and cell line genomic features, predict the synergy score measuring deviation from expected non-interaction effect. Drug 2: Nc1ccn(C2OC(CO)C(O)C2(F)F)c(=O)n1. Synergy scores: synergy=1.65. Drug 1: O=S1(=O)NC2(CN1CC(F)(F)F)C1CCC2Cc2cc(C=CCN3CCC(C(F)(F)F)CC3)ccc2C1. Cell line: LOVO.